Dataset: CYP2C19 inhibition data for predicting drug metabolism from PubChem BioAssay. Task: Regression/Classification. Given a drug SMILES string, predict its absorption, distribution, metabolism, or excretion properties. Task type varies by dataset: regression for continuous measurements (e.g., permeability, clearance, half-life) or binary classification for categorical outcomes (e.g., BBB penetration, CYP inhibition). Dataset: cyp2c19_veith. (1) The molecule is CCOC(=O)Cc1c(C)nc2c(C#N)c[nH]n2c1=O. The result is 0 (non-inhibitor). (2) The drug is CCCN1C(=O)/C(=C/c2ccc(C)o2)SC1=Nc1ccc(OC)cc1. The result is 1 (inhibitor). (3) The drug is COc1cc(N)c(Cl)cc1C(=O)N[C@H]1CCN(CCCOc2ccc(F)cc2)C[C@@H]1OC. The result is 1 (inhibitor). (4) The compound is Cc1ccc(-c2n[nH]c(=S)n2/N=C/c2cccn2C)cc1. The result is 1 (inhibitor). (5) The compound is O[C@@H](C1=C/C(=C\c2ccncc2)c2ccccc21)c1ccncc1. The result is 1 (inhibitor). (6) The molecule is CCCCC(C=O)NC(=O)C(CC(C)C)NC(=O)OCc1ccccc1. The result is 1 (inhibitor). (7) The result is 0 (non-inhibitor). The drug is Cc1noc(C)c1-c1nccc(NCCN2CCOCC2)n1. (8) The compound is COc1ccc(Oc2ncc3nc(-c4cccs4)c(=O)n(Cc4cccc(OC)c4)c3n2)cc1. The result is 0 (non-inhibitor). (9) The result is 1 (inhibitor). The compound is Cc1[nH]n(-c2ccccc2)c(=O)c1CCOC(=O)c1cccc(C(F)(F)F)c1.